This data is from Full USPTO retrosynthesis dataset with 1.9M reactions from patents (1976-2016). The task is: Predict the reactants needed to synthesize the given product. (1) Given the product [F:30][C:24]1[CH:25]=[C:26]([I:29])[CH:27]=[CH:28][C:23]=1[NH:22][C:21]1[N:20]([CH3:31])[C:19](=[O:32])[C:18]2[CH:33]=[CH:34][O:35][C:17]=2[C:16]=1[C:14]([NH:13][O:12][C@@H:10]([CH3:11])[CH2:9][OH:8])=[O:15], predict the reactants needed to synthesize it. The reactants are: [Si]([O:8][CH2:9][C@@H:10]([O:12][NH:13][C:14]([C:16]1[C:17]2[O:35][CH:34]=[CH:33][C:18]=2[C:19](=[O:32])[N:20]([CH3:31])[C:21]=1[NH:22][C:23]1[CH:28]=[CH:27][C:26]([I:29])=[CH:25][C:24]=1[F:30])=[O:15])[CH3:11])(C(C)(C)C)(C)C.Cl. (2) Given the product [C:25]([C:10]1[CH:11]=[C:12]([C:15]2[CH:16]=[C:17]([CH:22]=[CH:23][N:24]=2)[C:18]([O:20][CH3:21])=[O:19])[CH:13]=[CH:14][C:9]=1[OH:8])#[N:26], predict the reactants needed to synthesize it. The reactants are: C([O:8][C:9]1[CH:14]=[CH:13][C:12]([C:15]2[CH:16]=[C:17]([CH:22]=[CH:23][N:24]=2)[C:18]([O:20][CH3:21])=[O:19])=[CH:11][C:10]=1[C:25]#[N:26])C1C=CC=CC=1.CC1C(C)=C(C)C(C)=C(C)C=1. (3) Given the product [CH3:11][O:12][C:13](=[O:19])[CH:14]([C:5](=[O:6])[C:4]1[CH:8]=[CH:9][CH:10]=[C:2]([Br:1])[CH:3]=1)/[C:15](=[N:17]/[CH3:18])/[CH3:16], predict the reactants needed to synthesize it. The reactants are: [Br:1][C:2]1[CH:3]=[C:4]([CH:8]=[CH:9][CH:10]=1)[C:5](Cl)=[O:6].[CH3:11][O:12][C:13](=[O:19])[CH:14]=[C:15]([NH:17][CH3:18])[CH3:16].N1C=CC=CC=1.Cl.N1C=CC=CC=1. (4) Given the product [NH2:1][C:2]1[C:3]2[S:10][CH:9]=[C:8]([C:11]([NH:13][C:14]3[CH:15]=[C:16]([C:17](=[O:18])[NH:29][C:28]4[CH:30]=[CH:31][CH:32]=[C:26]([O:25][CH3:24])[CH:27]=4)[CH:20]=[CH:21][C:22]=3[CH3:23])=[O:12])[C:4]=2[N:5]=[CH:6][N:7]=1, predict the reactants needed to synthesize it. The reactants are: [NH2:1][C:2]1[C:3]2[S:10][CH:9]=[C:8]([C:11]([NH:13][C:14]3[CH:15]=[C:16]([CH:20]=[CH:21][C:22]=3[CH3:23])[C:17](O)=[O:18])=[O:12])[C:4]=2[N:5]=[CH:6][N:7]=1.[CH3:24][O:25][C:26]1[CH:27]=[C:28]([CH:30]=[CH:31][CH:32]=1)[NH2:29]. (5) Given the product [OH:1][C:2]1[C:3](=[O:17])[NH:4][C:5](=[O:16])[N:6]([CH2:8][CH2:9][C:10]2[CH:15]=[CH:14][C:13]([CH3:18])=[CH:12][CH:11]=2)[N:7]=1, predict the reactants needed to synthesize it. The reactants are: [OH:1][C:2]1[C:3](=[O:17])[NH:4][C:5](=[O:16])[N:6]([CH2:8][CH2:9][C:10]2[CH:15]=[CH:14][CH:13]=[CH:12][CH:11]=2)[N:7]=1.[CH3:18]O. (6) Given the product [CH:79]1([C:77]2[C:76]([C:82]([O:84][CH3:85])=[O:83])=[CH:75][N:74]=[C:73]([C:13]3[C:12]4[C:16](=[CH:17][CH:18]=[C:10]([C:7]5[O:6][C:5]([NH:4][CH:1]([CH3:3])[CH3:2])=[N:9][N:8]=5)[CH:11]=4)[N:15]([S:19]([C:22]4[CH:23]=[CH:24][C:25]([CH3:26])=[CH:27][CH:28]=4)(=[O:20])=[O:21])[CH:14]=3)[N:78]=2)[CH2:80][CH2:81]1, predict the reactants needed to synthesize it. The reactants are: [CH:1]([NH:4][C:5]1[O:6][C:7]([C:10]2[CH:11]=[C:12]3[C:16](=[CH:17][CH:18]=2)[N:15]([S:19]([C:22]2[CH:28]=[CH:27][C:25]([CH3:26])=[CH:24][CH:23]=2)(=[O:21])=[O:20])[CH:14]=[C:13]3B2OC(C)(C)C(C)(C)O2)=[N:8][N:9]=1)([CH3:3])[CH3:2].CC(C1C=C(C(C)C)C(C2C=CC=CC=2P(C2CCCCC2)C2CCCCC2)=C(C(C)C)C=1)C.Cl[C:73]1[N:78]=[C:77]([CH:79]2[CH2:81][CH2:80]2)[C:76]([C:82]([O:84][CH3:85])=[O:83])=[CH:75][N:74]=1.P([O-])([O-])([O-])=O.[K+].[K+].[K+]. (7) Given the product [Cl:18][C:19]1[C:24]([S:40]([CH3:41])(=[O:44])=[O:42])=[CH:23][N:22]=[C:21]2[N:25]([Si:28]([CH:32]([CH3:34])[CH3:33])([CH:35]([CH3:37])[CH3:36])[CH:29]([CH3:30])[CH3:31])[CH:26]=[CH:27][C:20]=12, predict the reactants needed to synthesize it. The reactants are: C([Li])(CC)C.CCCCCC.C1CCCCC1.[Cl:18][C:19]1[CH:24]=[CH:23][N:22]=[C:21]2[N:25]([Si:28]([CH:35]([CH3:37])[CH3:36])([CH:32]([CH3:34])[CH3:33])[CH:29]([CH3:31])[CH3:30])[CH:26]=[CH:27][C:20]=12.CS[S:40][CH3:41].[OH-:42].[Na+].[OH:44]O.